This data is from Reaction yield outcomes from USPTO patents with 853,638 reactions. The task is: Predict the reaction yield, written as a fraction of the theoretical maximum amount of product (1.0 means a 100% yield; for example, 0.34 means a 34% yield). (1) The reactants are N[C:2]1[C:10]2[C:5](=[CH:6][CH:7]=[C:8]([Br:11])[CH:9]=2)[NH:4][N:3]=1.[PH2](O)=O.N(OCC(C)C)=O. The catalyst is C(O)C. The product is [Br:11][C:8]1[CH:9]=[C:10]2[C:5](=[CH:6][CH:7]=1)[NH:4][N:3]=[CH:2]2. The yield is 0.400. (2) The reactants are [CH3:1][C:2]1[CH:7]=[CH:6][C:5]([C:8](=[O:20])[NH:9][C:10]2[CH:15]=[CH:14][CH:13]=[C:12]([C:16]([F:19])([F:18])[F:17])[CH:11]=2)=[CH:4][C:3]=1[C:21]1[N:22]=[C:23]([N:37]2[CH2:42][CH2:41][O:40][CH2:39][CH2:38]2)[C:24]2[CH2:29][N:28](C(OC(C)(C)C)=O)[CH2:27][C:25]=2[N:26]=1.C(O)(C(F)(F)F)=O. The catalyst is C(Cl)Cl. The product is [CH3:1][C:2]1[CH:7]=[CH:6][C:5]([C:8]([NH:9][C:10]2[CH:15]=[CH:14][CH:13]=[C:12]([C:16]([F:18])([F:19])[F:17])[CH:11]=2)=[O:20])=[CH:4][C:3]=1[C:21]1[N:22]=[C:23]([N:37]2[CH2:42][CH2:41][O:40][CH2:39][CH2:38]2)[C:24]2[CH2:29][NH:28][CH2:27][C:25]=2[N:26]=1. The yield is 0.240. (3) The reactants are [Li+].CC([N-]C(C)C)C.[Cl:9][C:10]1[N:15]=[C:14]([Cl:16])[CH:13]=[C:12]([CH3:17])[N:11]=1.[CH3:18][C:19]([CH3:23])=[CH:20][CH2:21]Br.O. The catalyst is C1COCC1.C(OCC)(=O)C. The product is [Cl:9][C:10]1[N:15]=[C:14]([Cl:16])[CH:13]=[C:12]([CH2:17][CH2:21][CH:20]=[C:19]([CH3:23])[CH3:18])[N:11]=1. The yield is 0.740. (4) The reactants are Cl[C:2]1[N:7]=[N:6][C:5]([N:8]([CH3:19])[CH:9]2[CH2:14][C:13]([CH3:16])([CH3:15])[NH:12][C:11]([CH3:18])([CH3:17])[CH2:10]2)=[CH:4][CH:3]=1.[F:20][C:21]1[CH:26]=[CH:25][CH:24]=[C:23]([O:27][CH3:28])[C:22]=1B(O)O.[O-]P([O-])([O-])=O.[K+].[K+].[K+]. The catalyst is CC(C1C=C(C(C)C)C(C2C(P(C3CCCCC3)C3CCCCC3)=CC=CC=2)=C(C(C)C)C=1)C.C1C=[C-]C(CCN)=CC=1.Cl[Pd+].C1COCC1.O. The product is [F:20][C:21]1[CH:26]=[CH:25][CH:24]=[C:23]([O:27][CH3:28])[C:22]=1[C:4]1[CH:3]=[CH:2][N:7]=[N:6][C:5]=1[N:8]([CH3:19])[CH:9]1[CH2:14][C:13]([CH3:16])([CH3:15])[NH:12][C:11]([CH3:18])([CH3:17])[CH2:10]1. The yield is 0.770. (5) The reactants are [Cl:1][C:2]1[C:10]([NH:11][S:12]([C:15]2[S:16][CH:17]=[CH:18][CH:19]=2)(=[O:14])=[O:13])=[C:9]2[C:5]([CH:6]=[C:7]([C:20]([NH2:22])=O)[NH:8]2)=[CH:4][CH:3]=1.COC1C=CC(P2(SP(C3C=CC(OC)=CC=3)(=S)S2)=[S:32])=CC=1. The catalyst is O1CCCC1. The product is [Cl:1][C:2]1[C:10]([NH:11][S:12]([C:15]2[S:16][CH:17]=[CH:18][CH:19]=2)(=[O:14])=[O:13])=[C:9]2[C:5]([CH:6]=[C:7]([C:20](=[S:32])[NH2:22])[NH:8]2)=[CH:4][CH:3]=1. The yield is 0.910. (6) The reactants are [NH2:1][C:2]1[CH:43]=[CH:42][C:5]([C:6]([NH:8][C:9]2[CH:14]=[CH:13][CH:12]=[C:11]([NH:15][C:16]3[N:21]=[C:20]([C:22]4[C:30]5[C:25](=[CH:26][CH:27]=[CH:28][CH:29]=5)[N:24](S(C5C=CC=CC=5)(=O)=O)[CH:23]=4)[C:19]([C:40]#[N:41])=[CH:18][N:17]=3)[CH:10]=2)=[O:7])=[CH:4][CH:3]=1.[OH-].[Na+]. The catalyst is O1CCOCC1. The product is [NH2:1][C:2]1[CH:43]=[CH:42][C:5]([C:6]([NH:8][C:9]2[CH:14]=[CH:13][CH:12]=[C:11]([NH:15][C:16]3[N:21]=[C:20]([C:22]4[C:30]5[C:25](=[CH:26][CH:27]=[CH:28][CH:29]=5)[NH:24][CH:23]=4)[C:19]([C:40]#[N:41])=[CH:18][N:17]=3)[CH:10]=2)=[O:7])=[CH:4][CH:3]=1. The yield is 0.390.